From a dataset of Forward reaction prediction with 1.9M reactions from USPTO patents (1976-2016). Predict the product of the given reaction. (1) Given the reactants [Cl:1][C:2]1[CH:8]=[CH:7][C:5]([NH2:6])=[C:4]([F:9])[CH:3]=1.[S:10]1[CH2:13][C:12](=O)[CH2:11]1.C(O[BH-](OC(=O)C)OC(=O)C)(=O)C.[Na+].C(O)(=O)C, predict the reaction product. The product is: [Cl:1][C:2]1[CH:8]=[CH:7][C:5]([NH:6][CH:12]2[CH2:13][S:10][CH2:11]2)=[C:4]([F:9])[CH:3]=1. (2) Given the reactants [Cl:1][C:2]1[CH:10]=[C:9]2[C:5]([CH:6]=[CH:7][NH:8]2)=[CH:4][CH:3]=1.[N:11]([O-])=O.[Na+].[OH2:15], predict the reaction product. The product is: [Cl:1][C:2]1[CH:10]=[C:9]2[C:5]([C:6]([CH:7]=[O:15])=[N:11][NH:8]2)=[CH:4][CH:3]=1.